This data is from Catalyst prediction with 721,799 reactions and 888 catalyst types from USPTO. The task is: Predict which catalyst facilitates the given reaction. (1) Reactant: ClC(OCC1C=CC=CC=1)=[O:3].CC1(C)OC2C[CH2:19][CH:20]([C:22]3[CH:27]=[CH:26][C:25]([NH2:28])=[CH:24][C:23]=3[F:29])CC2O1.N1C=CC=CC=1.[OH2:37]. Product: [F:29][C:23]1[CH:24]=[C:25]([N+:28]([O-:3])=[O:37])[CH:26]=[CH:27][C:22]=1[CH:20]=[CH2:19]. The catalyst class is: 2. (2) Reactant: [Br:1][C:2]1[CH:7]=[CH:6][N:5]=[C:4]2[NH:8][CH:9]=[CH:10][C:3]=12.C1C(=O)N([Br:18])C(=O)C1. Product: [Br:18][C:10]1[C:3]2[C:4](=[N:5][CH:6]=[CH:7][C:2]=2[Br:1])[NH:8][CH:9]=1. The catalyst class is: 2. (3) Reactant: [CH3:1][C:2]1[CH:3]=[C:4]([C:9]2[CH:10]=[CH:11][CH:12]=[C:13]3[C:17]=2[C:16](=O)[C:15]([CH3:25])(C2CCCCC2)[CH2:14]3)[CH:5]=[C:6]([CH3:8])[CH:7]=1.[BH4-].[Na+].CO.S(=O)(=O)(O)O. Product: [CH3:1][C:2]1[CH:3]=[C:4]([C:9]2[CH:10]=[CH:11][CH:12]=[C:13]3[C:17]=2[CH2:16][C:15]([CH2:25][CH:2]2[CH2:3][CH2:4][CH2:5][CH2:6][CH2:7]2)=[CH:14]3)[CH:5]=[C:6]([CH3:8])[CH:7]=1. The catalyst class is: 93.